Dataset: Reaction yield outcomes from USPTO patents with 853,638 reactions. Task: Predict the reaction yield, written as a fraction of the theoretical maximum amount of product (1.0 means a 100% yield; for example, 0.34 means a 34% yield). (1) The reactants are [Si:1]([O:8][C:9]1[CH:14]=[C:13]([O:15][Si:16]([C:19]([CH3:22])([CH3:21])[CH3:20])([CH3:18])[CH3:17])[CH:12]=[CH:11][C:10]=1[CH:23]1[CH2:28][CH2:27][C:26](=O)[CH2:25][CH2:24]1)([C:4]([CH3:7])([CH3:6])[CH3:5])([CH3:3])[CH3:2].[CH2:30]([NH2:37])[C:31]1[CH:36]=[CH:35][CH:34]=[CH:33][CH:32]=1. The catalyst is ClCCl. The product is [CH2:30]([N:37]=[C:26]1[CH2:27][CH2:28][CH:23]([C:10]2[CH:11]=[CH:12][C:13]([O:15][Si:16]([C:19]([CH3:21])([CH3:22])[CH3:20])([CH3:17])[CH3:18])=[CH:14][C:9]=2[O:8][Si:1]([C:4]([CH3:6])([CH3:5])[CH3:7])([CH3:2])[CH3:3])[CH2:24][CH2:25]1)[C:31]1[CH:36]=[CH:35][CH:34]=[CH:33][CH:32]=1. The yield is 0.860. (2) The reactants are Br[C:2]1C=[CH:6][C:5]([CH2:8]C(OCC)=O)=[CH:4][CH:3]=1.N#N.C[Mg][Br:18].[OH2:19].[CH2:20]1[CH2:24]O[CH2:22][CH2:21]1. The product is [Br:18][C:20]1[CH:24]=[CH:2][C:3]([CH2:4][C:5]([CH3:8])([OH:19])[CH3:6])=[CH:22][CH:21]=1. No catalyst specified. The yield is 1.00. (3) The reactants are [N+:1]([C:4]1[CH:9]=[CH:8][C:7]([N:10]2[CH:14]3[CH2:15][CH2:16][CH:11]2[CH2:12][CH2:13]3)=[CH:6][C:5]=1[C:17]([F:20])([F:19])[F:18])([O-])=O. The catalyst is [Pd]. The product is [CH:11]12[N:10]([C:7]3[CH:8]=[CH:9][C:4]([NH2:1])=[C:5]([C:17]([F:20])([F:18])[F:19])[CH:6]=3)[CH:14]([CH2:13][CH2:12]1)[CH2:15][CH2:16]2. The yield is 0.910. (4) The catalyst is ClCCl.O. The reactants are [F:1][C:2]1[S:6][C:5]([C:7](=[O:9])[CH3:8])=[CH:4][CH:3]=1.C(N(C(C)C)CC)(C)C.FC(F)(F)S(O[Si](C)(C)C)(=O)=O.[Br:31]N1C(=O)CCC1=O.C(=O)(O)[O-].[Na+]. The yield is 0.890. The product is [Br:31][CH2:8][C:7]([C:5]1[S:6][C:2]([F:1])=[CH:3][CH:4]=1)=[O:9]. (5) The reactants are [C:1]([NH:8][C@H:9]([C:11]([OH:13])=[O:12])[CH3:10])([O:3][C:4]([CH3:7])([CH3:6])[CH3:5])=[O:2].C(N=C=NC(C)C)(C)C.[CH3:23][CH2:24][C@@H:25]([C@H:27]([N:58]([C:60]([C@@H:62]([NH:66][C:67]([C@@H:69]([N:73]([CH3:75])[CH3:74])[CH:70]([CH3:72])[CH3:71])=[O:68])[CH:63]([CH3:65])[CH3:64])=[O:61])[CH3:59])[C@H:28]([O:56][CH3:57])[CH2:29][C:30]([N:32]1[C@H:36]([C@H:37]([O:54][CH3:55])[C@H:38]([C:40]([NH:42][C@H:43]([C:51]([OH:53])=[O:52])[CH2:44][C:45]2[CH:50]=[CH:49][CH:48]=[CH:47][CH:46]=2)=[O:41])[CH3:39])[CH2:35][CH2:34][CH2:33]1)=[O:31])[CH3:26].[OH:76][CH2:77][CH2:78][CH2:79][NH-:80]. The catalyst is CN(C1C=CN=CC=1)C.ClCCl. The product is [CH3:23][CH2:24][C@@H:25]([C@H:27]([N:58]([C:60]([C@@H:62]([NH:66][C:67]([C@@H:69]([N:73]([CH3:75])[CH3:74])[CH:70]([CH3:72])[CH3:71])=[O:68])[CH:63]([CH3:65])[CH3:64])=[O:61])[CH3:59])[C@H:28]([O:56][CH3:57])[CH2:29][C:30]([N:32]1[C@H:36]([C@H:37]([O:54][CH3:55])[C@H:38]([C:40]([NH:42][C@H:43]([C:51]([OH:53])=[O:52])[CH2:44][C:45]2[CH:50]=[CH:49][CH:48]=[CH:47][CH:46]=2)=[O:41])[CH3:39])[CH2:35][CH2:34][CH2:33]1)=[O:31])[CH3:26].[C:1]([NH:8][C@H:9]([C:11]([OH:13])=[O:12])[CH3:10])([O:3][C:4]([CH3:7])([CH3:5])[CH3:6])=[O:2].[OH:76][CH2:77][CH2:78][CH2:79][NH-:80]. The yield is 0.750. (6) The catalyst is C(Cl)Cl. The reactants are [C:1](/[C:3](=[N:10]\[O:11][CH2:12][C:13]1[N:18]=[C:17]([NH:19]C(=O)OC(C)(C)C)[CH:16]=[CH:15][CH:14]=1)/[C:4]1[CH:9]=[CH:8][CH:7]=[CH:6][CH:5]=1)#[N:2].C(O)(C(F)(F)F)=O. The product is [NH2:19][C:17]1[N:18]=[C:13]([CH2:12][O:11]/[N:10]=[C:3](/[C:4]2[CH:9]=[CH:8][CH:7]=[CH:6][CH:5]=2)\[C:1]#[N:2])[CH:14]=[CH:15][CH:16]=1. The yield is 0.890. (7) The reactants are [CH3:1][O:2][C:3]1[CH:4]=[CH:5][C:6]2[C:10]([O:11][C:12]3[CH:17]=[CH:16][C:15](/[CH:18]=[CH:19]/[C:20]([OH:22])=O)=[CH:14][CH:13]=3)=[C:9]([C:23]3[CH:28]=[CH:27][C:26]([O:29][CH3:30])=[CH:25][CH:24]=3)[S:8][C:7]=2[CH:31]=1.[F:32][C:33]([F:38])([F:37])[CH2:34][CH2:35][NH2:36].CN(C(ON1N=NC2C=CC=NC1=2)=[N+](C)C)C.F[P-](F)(F)(F)(F)F.CCN(C(C)C)C(C)C. The catalyst is CN(C=O)C. The product is [CH3:1][O:2][C:3]1[CH:4]=[CH:5][C:6]2[C:10]([O:11][C:12]3[CH:17]=[CH:16][C:15](/[CH:18]=[CH:19]/[C:20]([NH:36][CH2:35][CH2:34][C:33]([F:38])([F:37])[F:32])=[O:22])=[CH:14][CH:13]=3)=[C:9]([C:23]3[CH:24]=[CH:25][C:26]([O:29][CH3:30])=[CH:27][CH:28]=3)[S:8][C:7]=2[CH:31]=1. The yield is 0.720. (8) The catalyst is C(#N)C.[Cu](Cl)Cl. The reactants are N(OC(C)(C)C)=O.N[C:9]1[CH:14]=[C:13]([CH3:15])[C:12]([C:16](=[O:18])[CH3:17])=[C:11]([CH3:19])[CH:10]=1.[ClH:20]. The yield is 0.760. The product is [Cl:20][C:9]1[CH:14]=[C:13]([CH3:15])[C:12]([C:16](=[O:18])[CH3:17])=[C:11]([CH3:19])[CH:10]=1.